The task is: Predict the reaction yield, written as a fraction of the theoretical maximum amount of product (1.0 means a 100% yield; for example, 0.34 means a 34% yield).. This data is from Reaction yield outcomes from USPTO patents with 853,638 reactions. (1) The reactants are C1(C)C=CC(S(O[C@@H:11]([CH2:13]/[CH:14]=[CH:15]/[C:16]2[CH:17]=[N:18][CH:19]=[C:20]([O:22][CH:23]([CH3:25])[CH3:24])[CH:21]=2)[CH3:12])(=O)=O)=CC=1.[CH3:27][NH2:28]. The catalyst is C(O)C. The product is [CH3:27][NH:28][C@H:11]([CH2:13]/[CH:14]=[CH:15]/[C:16]1[CH:17]=[N:18][CH:19]=[C:20]([O:22][CH:23]([CH3:25])[CH3:24])[CH:21]=1)[CH3:12]. The yield is 0.310. (2) The reactants are Cl[C:2]1[N:7]=[CH:6][C:5]2[C:8]([CH:30]3[CH2:32][CH2:31]3)=[N:9][N:10]([C:11]([C:24]3[CH:29]=[CH:28][CH:27]=[CH:26][CH:25]=3)([C:18]3[CH:23]=[CH:22][CH:21]=[CH:20][CH:19]=3)[C:12]3[CH:17]=[CH:16][CH:15]=[CH:14][CH:13]=3)[C:4]=2[CH:3]=1.[F:33][C:34]1[CH:44]=[CH:43][C:37]([CH2:38][NH:39][C:40]([NH2:42])=[O:41])=[CH:36][CH:35]=1.CC1(C)C2C(=C(P(C3C=CC=CC=3)C3C=CC=CC=3)C=CC=2)OC2C(P(C3C=CC=CC=3)C3C=CC=CC=3)=CC=CC1=2.C(=O)([O-])[O-].[Cs+].[Cs+]. The catalyst is O1CCOCC1.C([O-])(=O)C.[Pd+2].C([O-])(=O)C. The product is [CH:30]1([C:8]2[C:5]3[CH:6]=[N:7][C:2]([NH:42][C:40]([NH:39][CH2:38][C:37]4[CH:43]=[CH:44][C:34]([F:33])=[CH:35][CH:36]=4)=[O:41])=[CH:3][C:4]=3[N:10]([C:11]([C:12]3[CH:13]=[CH:14][CH:15]=[CH:16][CH:17]=3)([C:24]3[CH:25]=[CH:26][CH:27]=[CH:28][CH:29]=3)[C:18]3[CH:19]=[CH:20][CH:21]=[CH:22][CH:23]=3)[N:9]=2)[CH2:31][CH2:32]1. The yield is 0.900. (3) The reactants are Cl[CH2:2][C:3]([C:5]1[N:6]([CH3:22])[CH:7]=[C:8]([C:10]([C:12]2[CH:21]=[CH:20][C:19]3[C:14](=[CH:15][CH:16]=[CH:17][CH:18]=3)[CH:13]=2)=[O:11])[CH:9]=1)=[O:4].[CH2:23]([NH:25][CH2:26][CH3:27])[CH3:24]. The catalyst is CCO. The product is [CH:13]1[C:14]2[C:19](=[CH:18][CH:17]=[CH:16][CH:15]=2)[CH:20]=[CH:21][C:12]=1[C:10]([C:8]1[CH:9]=[C:5]([C:3](=[O:4])[CH2:2][N:25]([CH2:26][CH3:27])[CH2:23][CH3:24])[N:6]([CH3:22])[CH:7]=1)=[O:11]. The yield is 0.270. (4) The reactants are [S:1]1[C:6]2[CH:7]=[CH:8][CH:9]=[CH:10][C:5]=2CC(=O)N1.[C:12]([OH:15])(=O)[CH3:13].[OH2:16].I(Cl)(=O)=O.I(Cl)(=O)=O.C([N+:32](C)(C)C)C1C=CC=CC=1.[Cl:36][CH:37](Cl)[CH3:38]. The catalyst is CCOC(C)=O. The product is [Cl:36][CH2:37][C:38]([C:9]1[CH:8]=[CH:7][C:6]2[S:1][CH2:13][C:12](=[O:15])[NH:32][C:5]=2[CH:10]=1)=[O:16]. The yield is 0.940. (5) The reactants are [Cl:1][C:2]1[C:7]([O:8][CH3:9])=[CH:6][C:5]([O:10][CH3:11])=[C:4]([Cl:12])[C:3]=1[C:13]1[N:18]=[CH:17][C:16]2[C:19](I)=[N:20][NH:21][C:15]=2[CH:14]=1.C([O:25][C:26](=[O:42])[CH2:27][N:28]1[CH:32]=[C:31](B2OC(C)(C)C(C)(C)O2)[CH:30]=[N:29]1)C.ClCCl.C(=O)([O-])[O-].[K+].[K+]. The catalyst is O1CCOCC1.O.C1C=CC(P(C2C=CC=CC=2)[C-]2C=CC=C2)=CC=1.C1C=CC(P(C2C=CC=CC=2)[C-]2C=CC=C2)=CC=1.Cl[Pd]Cl.[Fe+2]. The product is [Cl:1][C:2]1[C:7]([O:8][CH3:9])=[CH:6][C:5]([O:10][CH3:11])=[C:4]([Cl:12])[C:3]=1[C:13]1[N:18]=[CH:17][C:16]2[C:19]([C:31]3[CH:30]=[N:29][N:28]([CH2:27][C:26]([OH:42])=[O:25])[CH:32]=3)=[N:20][NH:21][C:15]=2[CH:14]=1. The yield is 0.500. (6) The reactants are [Cl:1][C:2]1[CH:3]=[C:4]([C:8](=[O:10])[CH3:9])[CH:5]=[CH:6][CH:7]=1.[C:11](#[N:13])[CH3:12]. No catalyst specified. The product is [Cl:1][C:2]1[CH:3]=[C:4]([C:8]2[O:10][C:11]([CH3:12])=[N:13][CH:9]=2)[CH:5]=[CH:6][CH:7]=1. The yield is 0.839. (7) The reactants are [C:1]1([CH2:7][C:8]([C:22]2[CH:27]=[CH:26][CH:25]=[C:24]([O:28][C:29]([F:32])([F:31])[F:30])[CH:23]=2)([C:11]2[CH:16]=[CH:15][CH:14]=[C:13]([O:17][C:18]([F:21])([F:20])[F:19])[CH:12]=2)[C:9]#[N:10])[CH:6]=[CH:5][CH:4]=[CH:3][CH:2]=1. The catalyst is CCO.[Ni]. The product is [C:1]1([CH2:7][C:8]([C:11]2[CH:16]=[CH:15][CH:14]=[C:13]([O:17][C:18]([F:19])([F:20])[F:21])[CH:12]=2)([C:22]2[CH:27]=[CH:26][CH:25]=[C:24]([O:28][C:29]([F:32])([F:31])[F:30])[CH:23]=2)[CH2:9][NH2:10])[CH:6]=[CH:5][CH:4]=[CH:3][CH:2]=1. The yield is 0.920.